Dataset: Catalyst prediction with 721,799 reactions and 888 catalyst types from USPTO. Task: Predict which catalyst facilitates the given reaction. (1) The catalyst class is: 10. Product: [Br:8][C:6]1[CH:5]=[CH:4][C:3]2[O:9][CH:17]([CH3:21])[C:18](=[O:19])[NH:1][C:2]=2[CH:7]=1. Reactant: [NH2:1][C:2]1[CH:7]=[C:6]([Br:8])[CH:5]=[CH:4][C:3]=1[OH:9].C([O-])([O-])=O.[K+].[K+].Br[CH:17]([CH3:21])[C:18](Br)=[O:19]. (2) Reactant: [O:1]=[C:2]1[N:7]([CH2:8][C:9]2[CH:14]=[CH:13][C:12]([CH2:15][N:16]3[CH:21]=[CH:20][CH:19]=[CH:18][C:17]3=[O:22])=[CH:11][CH:10]=2)[CH:6]=[C:5]([C:23]([O:25]C)=[O:24])[CH:4]=[CH:3]1.C1COCC1.CO.[OH-].[Li+]. Product: [O:1]=[C:2]1[N:7]([CH2:8][C:9]2[CH:10]=[CH:11][C:12]([CH2:15][N:16]3[CH:21]=[CH:20][CH:19]=[CH:18][C:17]3=[O:22])=[CH:13][CH:14]=2)[CH:6]=[C:5]([C:23]([OH:25])=[O:24])[CH:4]=[CH:3]1. The catalyst class is: 6. (3) Reactant: [CH3:1][C:2]1[CH:7]=[C:6]([CH3:8])[N:5]=[C:4]([N:9]2[C@@H:16]3[C@@H:11]([CH2:12][CH2:13][N:14]([C:17]([C:19]4[CH:24]=[C:23]([F:25])[CH:22]=[CH:21][C:20]=4[C:26]4[NH:30][N:29]=[CH:28][CH:27]=4)=[O:18])[CH2:15]3)[CH2:10]2)[N:3]=1.[H-].[Na+].[CH3:33]I.O. Product: [CH3:1][C:2]1[CH:7]=[C:6]([CH3:8])[N:5]=[C:4]([N:9]2[C@@H:16]3[C@@H:11]([CH2:12][CH2:13][N:14]([C:17]([C:19]4[CH:24]=[C:23]([F:25])[CH:22]=[CH:21][C:20]=4[C:26]4[CH:27]=[CH:28][N:29]([CH3:33])[N:30]=4)=[O:18])[CH2:15]3)[CH2:10]2)[N:3]=1. The catalyst class is: 3. (4) Reactant: C(OC([N:8]1[CH2:14][CH2:13][CH2:12][N:11]([C:15]([CH:17]2[CH2:22][CH2:21][O:20][CH2:19][CH2:18]2)=[O:16])[CH2:10][CH2:9]1)=O)(C)(C)C.FC(F)(F)C(O)=O. Product: [N:11]1([C:15]([CH:17]2[CH2:22][CH2:21][O:20][CH2:19][CH2:18]2)=[O:16])[CH2:12][CH2:13][CH2:14][NH:8][CH2:9][CH2:10]1. The catalyst class is: 4. (5) Reactant: C[N:2]([CH2:10][C:11]1[CH:15]=[C:14]([C:16]2[CH:21]=[CH:20][CH:19]=[CH:18][CH:17]=2)[NH:13][CH:12]=1)[C:3](=O)OC(C)(C)C.C(O[K])(C)(C)C.[F:28][C:29]1[CH:30]=[C:31]([S:36]([Cl:39])(=[O:38])=[O:37])[CH:32]=[CH:33][C:34]=1[F:35]. Product: [ClH:39].[F:28][C:29]1[CH:30]=[C:31]([S:36]([N:13]2[C:14]([C:16]3[CH:17]=[CH:18][CH:19]=[CH:20][CH:21]=3)=[CH:15][C:11]([CH2:10][NH:2][CH3:3])=[CH:12]2)(=[O:37])=[O:38])[CH:32]=[CH:33][C:34]=1[F:35]. The catalyst class is: 7. (6) The catalyst class is: 4. Product: [C:1]([NH:3][C:4]([N:12]1[CH2:13][CH2:14][C:15]([CH2:24][CH2:25][N:26]2[CH:31]3[CH2:32][CH2:33][CH:27]2[CH2:28][CH:29]([N:34]2[C:38]4[CH:39]=[CH:40][CH:41]=[CH:42][C:37]=4[N:36]=[C:35]2[CH3:43])[CH2:30]3)([C:18]2[CH:19]=[CH:20][CH:21]=[CH:22][CH:23]=2)[CH2:16][CH2:17]1)=[O:5])#[N:2]. Reactant: [C:1]([N:3]=[C:4]([N:12]1[CH2:17][CH2:16][C:15]([CH2:24][CH2:25][N:26]2[CH:31]3[CH2:32][CH2:33][CH:27]2[CH2:28][CH:29]([N:34]2[C:38]4[CH:39]=[CH:40][CH:41]=[CH:42][C:37]=4[N:36]=[C:35]2[CH3:43])[CH2:30]3)([C:18]2[CH:23]=[CH:22][CH:21]=[CH:20][CH:19]=2)[CH2:14][CH2:13]1)[O:5]C1C=CC=CC=1)#[N:2].C1COCC1.O.[OH-].[Li+].C(=O)(O)[O-].[Na+]. (7) Reactant: [F:1][C:2]1[C:10]([O:11][CH2:12][C:13]2[CH2:14][C:15]3[C:20]([CH:21]=2)=[CH:19][C:18](B2OC(C)(C)C(C)(C)O2)=[CH:17][CH:16]=3)=[CH:9][CH:8]=[C:7]([F:31])[C:3]=1[C:4]([NH2:6])=[O:5].[C:32]1(OS(C(F)(F)F)(=O)=O)[CH2:36][CH2:35][CH2:34][CH:33]=1.P([O-])([O-])([O-])=O.[K+].[K+].[K+]. Product: [CH:36]1([C:18]2[CH:19]=[C:20]3[C:15](=[CH:16][CH:17]=2)[CH2:14][C:13]([CH2:12][O:11][C:10]2[C:2]([F:1])=[C:3]([C:7]([F:31])=[CH:8][CH:9]=2)[C:4]([NH2:6])=[O:5])=[CH:21]3)[CH2:35][CH2:34][CH:33]=[CH:32]1. The catalyst class is: 18. (8) Reactant: ClC([N:6](C)C)=C(C)C.[NH2:9][C:10]1[C:11]([Cl:20])=[C:12]([CH:16]=[CH:17][C:18]=1[Cl:19])[C:13](O)=[O:14].N. Product: [NH2:9][C:10]1[C:11]([Cl:20])=[C:12]([CH:16]=[CH:17][C:18]=1[Cl:19])[C:13]([NH2:6])=[O:14]. The catalyst class is: 1. (9) Reactant: [C:1]([O:5][C:6]([N:8]([CH2:13][C:14]1[CH:15]=[CH:16][C:17]([C:20]2[S:28][C:27]3[C:22](=[N:23][CH:24]=[CH:25][C:26]=3[O:29][C:30]3[CH:35]=[CH:34][C:33]([NH:36][CH:37]([CH:42]([C:48]([O:50]CC)=[O:49])[C:43]([O:45]CC)=[O:44])[C:38]([F:41])([F:40])[F:39])=[CH:32][C:31]=3[F:53])[CH:21]=2)=[N:18][CH:19]=1)[CH2:9][CH2:10][O:11][CH3:12])=[O:7])([CH3:4])([CH3:3])[CH3:2]. Product: [C:1]([O:5][C:6]([N:8]([CH2:13][C:14]1[CH:15]=[CH:16][C:17]([C:20]2[S:28][C:27]3[C:22](=[N:23][CH:24]=[CH:25][C:26]=3[O:29][C:30]3[CH:35]=[CH:34][C:33]([NH:36][CH:37]([CH:42]([C:43]([OH:45])=[O:44])[C:48]([OH:50])=[O:49])[C:38]([F:41])([F:39])[F:40])=[CH:32][C:31]=3[F:53])[CH:21]=2)=[N:18][CH:19]=1)[CH2:9][CH2:10][O:11][CH3:12])=[O:7])([CH3:4])([CH3:2])[CH3:3]. The catalyst class is: 14.